From a dataset of Forward reaction prediction with 1.9M reactions from USPTO patents (1976-2016). Predict the product of the given reaction. (1) Given the reactants [H-].[Na+].[CH2:3]([N:5]1[C:9]([C:10](=[O:12])[CH3:11])=[N:8][CH:7]=[N:6]1)[CH3:4].Cl.C([O-])(O)=O.[Na+].[C:19](=O)([O:23]CC)[O:20][CH2:21][CH3:22], predict the reaction product. The product is: [CH2:21]([O:20][C:19](=[O:23])[CH2:11][C:10]([C:9]1[N:5]([CH2:3][CH3:4])[N:6]=[CH:7][N:8]=1)=[O:12])[CH3:22]. (2) The product is: [S:8]1[C:12]2[CH:13]=[CH:14][C:15]([NH:17][C:18]3[CH:30]=[C:29]([C:31]4[CH:36]=[CH:35][CH:34]=[C:33]([Cl:37])[CH:32]=4)[CH:28]=[CH:27][C:19]=3[C:20]([OH:22])=[O:21])=[CH:16][C:11]=2[CH:10]=[CH:9]1. Given the reactants FC(F)(F)C(O)=O.[S:8]1[C:12]2[CH:13]=[CH:14][C:15]([NH:17][C:18]3[CH:30]=[C:29]([C:31]4[CH:36]=[CH:35][CH:34]=[C:33]([Cl:37])[CH:32]=4)[CH:28]=[CH:27][C:19]=3[C:20]([O:22]C(C)(C)C)=[O:21])=[CH:16][C:11]=2[CH:10]=[CH:9]1, predict the reaction product. (3) Given the reactants [I:1][C:2]1[C:6]([C:7]([O:9][CH2:10][CH3:11])=[O:8])=[C:5]([C:12]([O:14][CH2:15][CH3:16])=[O:13])[NH:4][N:3]=1.C1(P(C2C=CC=CC=2)C2C=CC=CC=2)C=CC=CC=1.CC(OC(/N=N/C(OC(C)C)=O)=O)C.[C:50]([O:54][C:55](=[O:60])[NH:56][CH2:57][CH2:58]O)([CH3:53])([CH3:52])[CH3:51], predict the reaction product. The product is: [C:50]([O:54][C:55]([NH:56][CH2:57][CH2:58][N:4]1[C:5]([C:12]([O:14][CH2:15][CH3:16])=[O:13])=[C:6]([C:7]([O:9][CH2:10][CH3:11])=[O:8])[C:2]([I:1])=[N:3]1)=[O:60])([CH3:53])([CH3:52])[CH3:51]. (4) Given the reactants [Cl:1][C:2]1[CH:3]=[C:4]([CH:16]=[CH:17][CH:18]=1)[O:5][CH2:6][C:7]1[CH:15]=[CH:14][C:10]([C:11]([OH:13])=O)=[CH:9][CH:8]=1.[NH:19]1[CH2:22][CH:21]([N:23]2[CH2:28][CH2:27][N:26]([C:29]([C:31]3[S:32][CH:33]=[CH:34][N:35]=3)=[O:30])[CH2:25][CH2:24]2)[CH2:20]1.CN(C(ON1N=NC2C=CC=NC1=2)=[N+](C)C)C.F[P-](F)(F)(F)(F)F.O, predict the reaction product. The product is: [Cl:1][C:2]1[CH:3]=[C:4]([CH:16]=[CH:17][CH:18]=1)[O:5][CH2:6][C:7]1[CH:8]=[CH:9][C:10]([C:11]([N:19]2[CH2:20][CH:21]([N:23]3[CH2:24][CH2:25][N:26]([C:29]([C:31]4[S:32][CH:33]=[CH:34][N:35]=4)=[O:30])[CH2:27][CH2:28]3)[CH2:22]2)=[O:13])=[CH:14][CH:15]=1. (5) Given the reactants C[O:2][C:3]([C:5]1[CH:6]=[N:7][C:8]2[C:13]([C:14]=1[O:15][CH3:16])=[CH:12][C:11](/[CH:17]=[C:18]1/[C:19](=[O:33])[N:20]=[C:21]([NH:23][C@@H:24]3[CH2:26][C@H:25]3[C:27]3[CH:32]=[CH:31][CH:30]=[CH:29][CH:28]=3)[S:22]/1)=[CH:10][CH:9]=2)=[O:4].[OH-].[Na+], predict the reaction product. The product is: [CH3:16][O:15][C:14]1[C:13]2[C:8](=[CH:9][CH:10]=[C:11](/[CH:17]=[C:18]3/[C:19](=[O:33])[N:20]=[C:21]([NH:23][C@@H:24]4[CH2:26][C@H:25]4[C:27]4[CH:28]=[CH:29][CH:30]=[CH:31][CH:32]=4)[S:22]/3)[CH:12]=2)[N:7]=[CH:6][C:5]=1[C:3]([OH:4])=[O:2].